This data is from Forward reaction prediction with 1.9M reactions from USPTO patents (1976-2016). The task is: Predict the product of the given reaction. (1) Given the reactants C(S)C.[CH2:4]([S:6][CH:7]=[CH:8][C:9](=[N:17][C:18]1[CH:23]=[CH:22][CH:21]=[CH:20][CH:19]=1)[O:10][C:11]1[CH:16]=[CH:15][CH:14]=[CH:13][CH:12]=1)[CH3:5].CN(C=O)C.[H-].[Na+].O(C=CC(=NC1C=CC=CC=1)OC1C=CC=CC=1)C1C=CC=CC=1, predict the reaction product. The product is: [CH2:4]([S:6][CH:7]=[CH:8][C:9](=[N:17][C:18]1[CH:19]=[CH:20][CH:21]=[CH:22][CH:23]=1)[O:10][C:11]1[CH:12]=[CH:13][CH:14]=[CH:15][CH:16]=1)[CH3:5]. (2) Given the reactants Cl.[F:2][C:3]([F:16])([F:15])[CH2:4][O:5][C:6]1[N:11]=[CH:10][C:9]([CH:12]([NH2:14])[CH3:13])=[CH:8][CH:7]=1.[NH2:17][C:18]1[CH:19]=[C:20]([CH:24]=[CH:25][N:26]=1)[C:21](O)=[O:22].C(N(CC)C(C)C)(C)C.CN(C(ON1N=NC2C=CC=CC1=2)=[N+](C)C)C.F[P-](F)(F)(F)(F)F, predict the reaction product. The product is: [NH2:17][C:18]1[CH:19]=[C:20]([CH:24]=[CH:25][N:26]=1)[C:21]([NH:14][CH:12]([C:9]1[CH:10]=[N:11][C:6]([O:5][CH2:4][C:3]([F:2])([F:15])[F:16])=[CH:7][CH:8]=1)[CH3:13])=[O:22]. (3) Given the reactants Cl.Cl.[N:3]1([CH2:9][CH2:10][CH2:11][O:12][C:13]2[CH:14]=[C:15]3[C:19](=[CH:20][CH:21]=2)[NH:18][CH2:17][CH2:16]3)[CH2:8][CH2:7][CH2:6][CH2:5][CH2:4]1.[C:22]1([C:30]2[CH:35]=[CH:34][CH:33]=[CH:32][CH:31]=2)[CH:27]=[CH:26][C:25]([CH:28]=O)=[CH:24][CH:23]=1, predict the reaction product. The product is: [C:22]1([C:30]2[CH:31]=[CH:32][CH:33]=[CH:34][CH:35]=2)[CH:23]=[CH:24][C:25]([CH2:28][N:18]2[C:19]3[C:15](=[CH:14][C:13]([O:12][CH2:11][CH2:10][CH2:9][N:3]4[CH2:4][CH2:5][CH2:6][CH2:7][CH2:8]4)=[CH:21][CH:20]=3)[CH2:16][CH2:17]2)=[CH:26][CH:27]=1.